From a dataset of Catalyst prediction with 721,799 reactions and 888 catalyst types from USPTO. Predict which catalyst facilitates the given reaction. (1) Reactant: [Br:1][C:2]1[CH:3]=[CH:4][C:5]([F:26])=[C:6]([C@@:8]2([CH3:25])[N:14](CC3C=CC(OC)=CC=3)[C:13](=[O:24])[CH2:12][CH2:11][O:10][CH2:9]2)[CH:7]=1.C1(OC)C=CC=CC=1.FC(F)(F)S(O)(=O)=O.C(=O)([O-])O.[Na+]. Product: [Br:1][C:2]1[CH:3]=[CH:4][C:5]([F:26])=[C:6]([C@@:8]2([CH3:25])[NH:14][C:13](=[O:24])[CH2:12][CH2:11][O:10][CH2:9]2)[CH:7]=1. The catalyst class is: 55. (2) Reactant: [C:1]([O:5][C:6]([N:8]1[CH2:13][CH2:12][CH:11]([O:14][C:15]2[CH:20]=[CH:19][C:18](C=O)=[C:17]([B:23]3[O:27][C:26](C)(C)C(C)(C)[O:24]3)[CH:16]=2)[CH2:10][CH2:9]1)=[O:7])([CH3:4])([CH3:3])[CH3:2].[BH4-].[Na+]. Product: [C:1]([O:5][C:6]([N:8]1[CH2:13][CH2:12][CH:11]([O:14][C:15]2[CH:20]=[CH:19][C:18]3[CH2:26][O:27][B:23]([OH:24])[C:17]=3[CH:16]=2)[CH2:10][CH2:9]1)=[O:7])([CH3:3])([CH3:2])[CH3:4]. The catalyst class is: 5. (3) Reactant: [NH:1]1[CH2:6][CH2:5][CH:4]([N:7]2[C:11]3[CH:12]=[CH:13][CH:14]=[CH:15][C:10]=3[N:9]=[C:8]2[C@@H:16]([NH:18][C:19]2[N:27]=[CH:26][N:25]=[C:24]3[C:20]=2[N:21]=[CH:22][NH:23]3)[CH3:17])[CH2:3][CH2:2]1.[O:28]1[CH2:31][C:30](=O)[CH2:29]1.CC(O)=O.C(O[BH-](OC(=O)C)OC(=O)C)(=O)C.[Na+]. Product: [O:28]1[CH2:31][CH:30]([N:1]2[CH2:6][CH2:5][CH:4]([N:7]3[C:11]4[CH:12]=[CH:13][CH:14]=[CH:15][C:10]=4[N:9]=[C:8]3[C@@H:16]([NH:18][C:19]3[N:27]=[CH:26][N:25]=[C:24]4[C:20]=3[N:21]=[CH:22][NH:23]4)[CH3:17])[CH2:3][CH2:2]2)[CH2:29]1. The catalyst class is: 26.